This data is from Catalyst prediction with 721,799 reactions and 888 catalyst types from USPTO. The task is: Predict which catalyst facilitates the given reaction. (1) Reactant: [CH3:1][C:2]1[CH:7]=[CH:6][C:5]([NH:8][C:9](=[O:20])[C:10]2[CH:15]=[CH:14][CH:13]=[C:12]([C:16]([F:19])([F:18])[F:17])[CH:11]=2)=[CH:4][C:3]=1B1OC(C)(C)C(C)(C)O1.[CH:30]1[C:39]2[C:34](=[CH:35][CH:36]=[C:37](OS(C(F)(F)F)(=O)=O)[CH:38]=2)[CH:33]=[CH:32][N:31]=1.P([O-])([O-])([O-])=O.[K+].[K+].[K+]. Product: [CH:30]1[C:39]2[C:34](=[CH:35][CH:36]=[C:37]([C:3]3[CH:4]=[C:5]([NH:8][C:9](=[O:20])[C:10]4[CH:15]=[CH:14][CH:13]=[C:12]([C:16]([F:18])([F:19])[F:17])[CH:11]=4)[CH:6]=[CH:7][C:2]=3[CH3:1])[CH:38]=2)[CH:33]=[CH:32][N:31]=1. The catalyst class is: 12. (2) Reactant: [OH:1][C:2]([CH:4]([C:6]1[CH:15]=[CH:14][C:9]([CH2:10][CH:11]([CH3:13])[CH3:12])=[CH:8][CH:7]=1)[CH3:5])=[O:3].[NH:16]1[CH:20]=[CH:19][N:18]=[CH:17]1.[CH:21]1[N:25]([CH2:26][O:27][CH2:28][CH2:29][OH:30])[C:24]2[N:31]=[C:32]([NH2:36])[N:33]=[C:34]([OH:35])[C:23]=2[N:22]=1. Product: [CH:21]1[N:25]([CH2:26][O:27][CH2:28][CH2:29][OH:30])[C:24]2[N:31]=[C:32]([NH2:36])[N:33]=[C:34]([OH:35])[C:23]=2[N:22]=1.[NH:16]1[CH:20]=[CH:19][N:18]=[CH:17]1.[OH:3][C:2]([CH:4]([C:6]1[CH:7]=[CH:8][C:9]([CH2:10][CH:11]([CH3:12])[CH3:13])=[CH:14][CH:15]=1)[CH3:5])=[O:1]. The catalyst class is: 6. (3) Reactant: C([O:5][C:6]1[N:15]=[CH:14][CH:13]=[C:12]2[C:7]=1[C:8]1[CH:22]=[C:21]([F:23])[CH:20]=[CH:19][C:9]=1[C:10]([C:16]([CH3:18])=[CH2:17])=[N:11]2)CCC.S(=O)(=O)(O)O.[OH-].[Na+]. Product: [F:23][C:21]1[CH:20]=[CH:19][C:9]2[C:10]([C:16]([CH3:18])=[CH2:17])=[N:11][C:12]3[CH:13]=[CH:14][NH:15][C:6](=[O:5])[C:7]=3[C:8]=2[CH:22]=1. The catalyst class is: 238. (4) Reactant: [CH3:1]CCC[N+](CCCC)(CCCC)CCCC.[F-].[Br:19][C:20]1[CH:21]=[C:22]([CH:27]([C:33]#[N:34])[C:28]([O:30][CH2:31][CH3:32])=[O:29])[CH:23]=[C:24]([Cl:26])[CH:25]=1.IC.[Cl-].[NH4+]. The catalyst class is: 16. Product: [Br:19][C:20]1[CH:21]=[C:22]([C:27]([C:33]#[N:34])([CH3:1])[C:28]([O:30][CH2:31][CH3:32])=[O:29])[CH:23]=[C:24]([Cl:26])[CH:25]=1.